From a dataset of Reaction yield outcomes from USPTO patents with 853,638 reactions. Predict the reaction yield, written as a fraction of the theoretical maximum amount of product (1.0 means a 100% yield; for example, 0.34 means a 34% yield). (1) The reactants are [C:1]1([C:11]#[C:12][CH2:13][OH:14])[C:10]2[C:5](=[CH:6][CH:7]=[CH:8][CH:9]=2)[CH:4]=[CH:3][CH:2]=1.C[N+]1([O-])CCOCC1. The catalyst is ClCCl.[Ru]([O-])(=O)(=O)=O.C([N+](CCC)(CCC)CCC)CC. The product is [C:1]1([C:11]#[C:12][CH:13]=[O:14])[C:10]2[C:5](=[CH:6][CH:7]=[CH:8][CH:9]=2)[CH:4]=[CH:3][CH:2]=1. The yield is 0.820. (2) The reactants are [Br:1][C:2]1[C:10]2[NH:9][N:8]=[CH:7][C:6]=2[C:5]2[CH2:11][N:12]([CH2:21][CH2:22][O:23][CH3:24])[C:13](=[O:20])[C@H:14]([CH2:16][C:17](O)=[O:18])[CH2:15][C:4]=2[CH:3]=1.Cl.[NH:26]1[CH2:31][CH2:30][CH:29]([C:32]2[C:33](=[O:42])[NH:34][C:35]3[C:40]([CH:41]=2)=[CH:39][CH:38]=[CH:37][CH:36]=3)[CH2:28][CH2:27]1.ClC1C2NN=CC=2C2CN(CC(C)(C)C)C(=O)[C@@H](CC(=O)N3CCC(N4CC5C(=CC=CC=5)NC4=O)CC3)CC=2C=1. No catalyst specified. The product is [Br:1][C:2]1[C:10]2[NH:9][N:8]=[CH:7][C:6]=2[C:5]2[CH2:11][N:12]([CH2:21][CH2:22][O:23][CH3:24])[C:13](=[O:20])[C@H:14]([CH2:16][C:17](=[O:18])[N:26]3[CH2:27][CH2:28][CH:29]([C:32]4[C:33](=[O:42])[NH:34][C:35]5[C:40]([CH:41]=4)=[CH:39][CH:38]=[CH:37][CH:36]=5)[CH2:30][CH2:31]3)[CH2:15][C:4]=2[CH:3]=1. The yield is 0.350. (3) The reactants are [N:1]1[C:9]([NH2:10])=[C:8]2[C:4]([N:5]=[CH:6][NH:7]2)=[N:3][CH:2]=1.[H-].[Na+].Cl[CH2:14][C:15]1[N:16]([C:25]2[CH:30]=[CH:29][CH:28]=[CH:27][C:26]=2[CH3:31])[C:17](=[O:24])[C:18]2[CH:23]=[CH:22][S:21][C:19]=2[N:20]=1. The catalyst is CN(C)C=O. The product is [NH2:10][C:9]1[N:1]=[CH:2][N:3]=[C:4]2[C:8]=1[N:7]=[CH:6][N:5]2[CH2:14][C:15]1[N:16]([C:25]2[CH:30]=[CH:29][CH:28]=[CH:27][C:26]=2[CH3:31])[C:17](=[O:24])[C:18]2[CH:23]=[CH:22][S:21][C:19]=2[N:20]=1. The yield is 0.290. (4) The reactants are C(OC([NH:8][N:9]([C:13]([C:15]1[N:24]=[C:23]2[N:17]([CH2:18][CH2:19][O:20][C:21]3[CH:28]=[C:27]([Br:29])[CH:26]=[CH:25][C:22]=32)[CH:16]=1)=[O:14])[CH:10]([CH3:12])[CH3:11])=O)(C)(C)C.[ClH:30].O1CCOCC1. The catalyst is CO. The product is [ClH:30].[ClH:30].[CH:10]([N:9]([C:13]([C:15]1[N:24]=[C:23]2[N:17]([CH2:18][CH2:19][O:20][C:21]3[CH:28]=[C:27]([Br:29])[CH:26]=[CH:25][C:22]=32)[CH:16]=1)=[O:14])[NH2:8])([CH3:12])[CH3:11]. The yield is 1.00. (5) The reactants are [Cl:1][C:2]1[CH:7]=[C:6]([Cl:8])[CH:5]=[CH:4][C:3]=1[CH:9]([OH:28])[C:10]1[N:14]([CH2:15][CH2:16][CH2:17][OH:18])[C:13]2[C:19]([N:23]([CH2:26][CH3:27])[CH2:24][CH3:25])=[CH:20][CH:21]=[CH:22][C:12]=2[N:11]=1. The catalyst is O1CCCC1.[O-2].[O-2].[Mn+4]. The product is [Cl:1][C:2]1[CH:7]=[C:6]([Cl:8])[CH:5]=[CH:4][C:3]=1[C:9]([C:10]1[N:14]([CH2:15][CH2:16][CH2:17][OH:18])[C:13]2[C:19]([N:23]([CH2:26][CH3:27])[CH2:24][CH3:25])=[CH:20][CH:21]=[CH:22][C:12]=2[N:11]=1)=[O:28]. The yield is 0.990. (6) The reactants are [C:1]([O:5][C:6]([C@H:8]1[NH:13][C:12]([CH3:18])([C:14](OC)=[O:15])[CH2:11][C:10](=[O:19])[N:9]1[CH3:20])=[O:7])([CH3:4])([CH3:3])[CH3:2].[NH2:21][NH2:22]. The product is [C:1]([O:5][C:6]([C@H:8]1[NH:13][C:12]([CH3:18])([C:14]([NH:21][NH2:22])=[O:15])[CH2:11][C:10](=[O:19])[N:9]1[CH3:20])=[O:7])([CH3:4])([CH3:3])[CH3:2]. The yield is 1.00. The catalyst is CCO. (7) The reactants are [CH3:1][NH:2][CH3:3].[Cl:4][C:5]1[CH:6]=[C:7]2[C:16](=[C:17]3[C:22]=1[CH:21]=[CH:20][CH:19]=[N:18]3)[NH:15][S:14](=[O:24])(=[O:23])[C:13]1[C:8]2=[CH:9][C:10]([C:25](O)=[O:26])=[CH:11][CH:12]=1.CCN=C=NCCCN(C)C.Cl.C1C=CC2N(O)N=NC=2C=1. The catalyst is CN(C=O)C.O.C(Cl)Cl. The product is [CH3:1][N:2]([CH3:3])[C:25]([C:10]1[CH:9]=[C:8]2[C:13]([S:14](=[O:24])(=[O:23])[NH:15][C:16]3[C:7]2=[CH:6][C:5]([Cl:4])=[C:22]2[C:17]=3[N:18]=[CH:19][CH:20]=[CH:21]2)=[CH:12][CH:11]=1)=[O:26]. The yield is 0.420. (8) The reactants are [CH2:1]1[O:3][C@@H:2]1[CH2:4][OH:5].C1(P(C2C=CC=CC=2)C2C=CC=CC=2)C=CC=CC=1.[F:25][C:26]1[CH:27]=[CH:28][C:29]([N+:33]([O-:35])=[O:34])=[C:30](O)[CH:31]=1.CCOC(/N=N/C(OCC)=O)=O. The catalyst is C1COCC1. The product is [F:25][C:26]1[CH:31]=[CH:30][C:29]([N+:33]([O-:35])=[O:34])=[C:28]([CH:27]=1)[O:5][CH2:4][C@@H:2]1[CH2:1][O:3]1. The yield is 0.710. (9) The reactants are Cl.[NH2:2][CH2:3][C:4]1[CH:12]=[CH:11][CH:10]=[C:9]2[C:5]=1[C:6](=[O:22])[N:7]([CH:14]1[CH2:19][CH2:18][C:17](=[O:20])[NH:16][C:15]1=[O:21])[C:8]2=[O:13].C(N(C(C)C)CC)(C)C.[F:32][C:33]1[CH:34]=[C:35]([CH:39]=[CH:40][CH:41]=1)[C:36](Cl)=[O:37]. The catalyst is C(Cl)Cl. The product is [O:21]=[C:15]1[CH:14]([N:7]2[C:6](=[O:22])[C:5]3[C:9](=[CH:10][CH:11]=[CH:12][C:4]=3[CH2:3][NH:2][C:36](=[O:37])[C:35]3[CH:39]=[CH:40][CH:41]=[C:33]([F:32])[CH:34]=3)[C:8]2=[O:13])[CH2:19][CH2:18][C:17](=[O:20])[NH:16]1. The yield is 0.770.